Predict the reactants needed to synthesize the given product. From a dataset of Full USPTO retrosynthesis dataset with 1.9M reactions from patents (1976-2016). (1) Given the product [CH2:1]([C:3]1[S:29][C:6]2[N:7]([CH2:13][C:14]3[CH:15]=[CH:16][C:17]([C:20]4[C:21]([C:27]#[N:28])=[CH:22][CH:23]=[C:24]([CH3:26])[CH:25]=4)=[CH:18][CH:19]=3)[C:8](=[O:12])[N:9]([CH2:31][C:32]([C:34]3[CH:39]=[CH:38][C:37]([O:40][CH3:41])=[CH:36][CH:35]=3)=[O:33])[C:10](=[O:11])[C:5]=2[CH:4]=1)[CH3:2], predict the reactants needed to synthesize it. The reactants are: [CH2:1]([C:3]1[S:29][C:6]2[N:7]([CH2:13][C:14]3[CH:19]=[CH:18][C:17]([C:20]4[C:21]([C:27]#[N:28])=[CH:22][CH:23]=[C:24]([CH3:26])[CH:25]=4)=[CH:16][CH:15]=3)[C:8](=[O:12])[NH:9][C:10](=[O:11])[C:5]=2[CH:4]=1)[CH3:2].Br[CH2:31][C:32]([C:34]1[CH:39]=[CH:38][C:37]([O:40][CH3:41])=[CH:36][CH:35]=1)=[O:33].CN(C)C=O.[H-].[Na+]. (2) The reactants are: C([O-])=O.[NH4+].C([N:12]1[CH2:16][CH2:15][C@:14]2([C:24]3[C:19](=[CH:20][CH:21]=[CH:22][C:23]=3[CH2:25][NH:26][CH:27]([CH3:29])[CH3:28])[N:18]([C:30]3[C:31]4[C@H:38]([CH3:39])[CH2:37][C@@H:36]([OH:40])[C:32]=4[N:33]=[CH:34][N:35]=3)[CH2:17]2)[CH2:13]1)C1C=CC=CC=1. Given the product [CH:27]([NH:26][CH2:25][C:23]1[CH:22]=[CH:21][CH:20]=[C:19]2[N:18]([C:30]3[C:31]4[C@H:38]([CH3:39])[CH2:37][C@@H:36]([OH:40])[C:32]=4[N:33]=[CH:34][N:35]=3)[CH2:17][C@@:14]3([CH2:15][CH2:16][NH:12][CH2:13]3)[C:24]=12)([CH3:29])[CH3:28], predict the reactants needed to synthesize it.